From a dataset of Cav3 T-type calcium channel HTS with 100,875 compounds. Binary Classification. Given a drug SMILES string, predict its activity (active/inactive) in a high-throughput screening assay against a specified biological target. The drug is S1C(N(c2cc3c(cc2)cccc3)C(=O)C1)c1ncccc1. The result is 0 (inactive).